Dataset: Buchwald-Hartwig C-N cross coupling reaction yields with 55,370 reactions. Task: Predict the reaction yield, written as a fraction of the theoretical maximum amount of product (1.0 means a 100% yield; for example, 0.34 means a 34% yield). (1) The yield is 0.201. No catalyst specified. The reactants are FC(F)(F)c1ccc(Cl)cc1.Cc1ccc(N)cc1.O=S(=O)(O[Pd]1c2ccccc2-c2ccccc2N~1)C(F)(F)F.CC(C)c1cc(C(C)C)c(-c2ccccc2P(C(C)(C)C)C(C)(C)C)c(C(C)C)c1.CCN=P(N=P(N(C)C)(N(C)C)N(C)C)(N(C)C)N(C)C.c1ccc2oncc2c1. The product is Cc1ccc(Nc2ccc(C(F)(F)F)cc2)cc1. (2) The reactants are CCc1ccc(Br)cc1.Cc1ccc(N)cc1.O=S(=O)(O[Pd]1c2ccccc2-c2ccccc2N~1)C(F)(F)F.COc1ccc(OC)c(P([C@]23C[C@H]4C[C@H](C[C@H](C4)C2)C3)[C@]23C[C@H]4C[C@H](C[C@H](C4)C2)C3)c1-c1c(C(C)C)cc(C(C)C)cc1C(C)C.CN(C)C(=NC(C)(C)C)N(C)C.c1ccc(CN(Cc2ccccc2)c2ccno2)cc1. No catalyst specified. The product is CCc1ccc(Nc2ccc(C)cc2)cc1. The yield is 0.302. (3) The yield is 0.0608. No catalyst specified. The product is CCc1ccc(Nc2ccc(C)cc2)cc1. The reactants are CCc1ccc(I)cc1.Cc1ccc(N)cc1.O=S(=O)(O[Pd]1c2ccccc2-c2ccccc2N~1)C(F)(F)F.CC(C)c1cc(C(C)C)c(-c2ccccc2P(C2CCCCC2)C2CCCCC2)c(C(C)C)c1.CCN=P(N=P(N(C)C)(N(C)C)N(C)C)(N(C)C)N(C)C.c1ccc2nocc2c1. (4) The reactants are FC(F)(F)c1ccc(I)cc1.Cc1ccc(N)cc1.O=S(=O)(O[Pd]1c2ccccc2-c2ccccc2N~1)C(F)(F)F.COc1ccc(OC)c(P(C(C)(C)C)C(C)(C)C)c1-c1c(C(C)C)cc(C(C)C)cc1C(C)C.CN(C)C(=NC(C)(C)C)N(C)C.c1ccc(-c2ccon2)cc1. No catalyst specified. The product is Cc1ccc(Nc2ccc(C(F)(F)F)cc2)cc1. The yield is 0.473. (5) The reactants are Clc1cccnc1.Cc1ccc(N)cc1.O=S(=O)(O[Pd]1c2ccccc2-c2ccccc2N~1)C(F)(F)F.CC(C)c1cc(C(C)C)c(-c2ccccc2P(C(C)(C)C)C(C)(C)C)c(C(C)C)c1.CN1CCCN2CCCN=C12.Cc1cc(-n2cccc2)no1. No catalyst specified. The product is Cc1ccc(Nc2cccnc2)cc1. The yield is 0.446. (6) The reactants are CCc1ccc(Br)cc1.Cc1ccc(N)cc1.O=S(=O)(O[Pd]1c2ccccc2-c2ccccc2N~1)C(F)(F)F.COc1ccc(OC)c(P([C@]23C[C@H]4C[C@H](C[C@H](C4)C2)C3)[C@]23C[C@H]4C[C@H](C[C@H](C4)C2)C3)c1-c1c(C(C)C)cc(C(C)C)cc1C(C)C.CN1CCCN2CCCN=C12.CCOC(=O)c1cnoc1C. No catalyst specified. The product is CCc1ccc(Nc2ccc(C)cc2)cc1. The yield is 0.434.